From a dataset of Forward reaction prediction with 1.9M reactions from USPTO patents (1976-2016). Predict the product of the given reaction. Given the reactants C([Mg]Br)C.I[C:6]1[CH:11]=[CH:10][CH:9]=[CH:8][N:7]=1.[F:12][C:13]1[CH:32]=[CH:31][C:16]([C:17]([N:19]2[CH2:24][CH2:23][CH:22]([C:25](=[O:30])N(C)OC)[CH2:21][CH2:20]2)=[O:18])=[CH:15][CH:14]=1, predict the reaction product. The product is: [F:12][C:13]1[CH:14]=[CH:15][C:16]([C:17]([N:19]2[CH2:20][CH2:21][CH:22]([C:25]([C:6]3[CH:11]=[CH:10][CH:9]=[CH:8][N:7]=3)=[O:30])[CH2:23][CH2:24]2)=[O:18])=[CH:31][CH:32]=1.